This data is from Forward reaction prediction with 1.9M reactions from USPTO patents (1976-2016). The task is: Predict the product of the given reaction. (1) The product is: [O:22]=[C:11]1[N:10]([CH2:9][CH2:8][N:5]2[CH2:6][CH2:7][CH:2]([NH:1][CH2:34][C:32]3[CH:31]=[CH:30][C:27]4[O:28][CH2:29][C:24](=[O:23])[NH:25][C:26]=4[N:33]=3)[CH2:3][CH2:4]2)[C:15]2[CH:16]=[C:17]([C:20]#[N:21])[CH:18]=[CH:19][C:14]=2[O:13][CH2:12]1. Given the reactants [NH2:1][CH:2]1[CH2:7][CH2:6][N:5]([CH2:8][CH2:9][N:10]2[C:15]3[CH:16]=[C:17]([C:20]#[N:21])[CH:18]=[CH:19][C:14]=3[O:13][CH2:12][C:11]2=[O:22])[CH2:4][CH2:3]1.[O:23]=[C:24]1[CH2:29][O:28][C:27]2[CH:30]=[CH:31][C:32]([CH:34]=O)=[N:33][C:26]=2[NH:25]1.C([BH3-])#N.[Na+], predict the reaction product. (2) Given the reactants [NH2:1][C:2]1[C:27]([O:28][C:29]2[CH:34]=[CH:33][C:32]([F:35])=[CH:31][CH:30]=2)=[CH:26][CH:25]=[CH:24][C:3]=1[C:4]([NH:6][CH2:7][C:8]1([OH:23])[CH2:13][CH2:12][N:11]([C:14](=[O:22])[C:15]2[CH:20]=[CH:19][C:18]([F:21])=[CH:17][CH:16]=2)[CH2:10][CH2:9]1)=[O:5].[CH:36](OC)(OC)OC, predict the reaction product. The product is: [F:21][C:18]1[CH:17]=[CH:16][C:15]([C:14]([N:11]2[CH2:12][CH2:13][C:8]([CH2:7][N:6]3[C:4](=[O:5])[C:3]4[C:2](=[C:27]([O:28][C:29]5[CH:30]=[CH:31][C:32]([F:35])=[CH:33][CH:34]=5)[CH:26]=[CH:25][CH:24]=4)[N:1]=[CH:36]3)([OH:23])[CH2:9][CH2:10]2)=[O:22])=[CH:20][CH:19]=1. (3) Given the reactants [CH2:1]([C@:8]12[CH2:18][CH2:17][C:16](=[O:19])[CH2:15][C@@H:14]1[CH2:13][CH2:12][CH2:11][C:10]1[CH:20]=[C:21]([O:24]S(C(F)(F)F)(=O)=O)[CH:22]=[CH:23][C:9]2=1)[C:2]1[CH:7]=[CH:6][CH:5]=[CH:4][CH:3]=1.[CH2:32]([C@@:39]12[CH2:49][CH2:48][C:47](=[O:50])[CH2:46][C@H:45]1[CH2:44][CH2:43][CH2:42][C:41]1[CH:51]=[C:52]([O:55]S(C(F)(F)F)(=O)=O)[CH:53]=[CH:54][C:40]2=1)[C:33]1[CH:38]=[CH:37][CH:36]=[CH:35][CH:34]=1.CC1(C)C2C(=C(P(C3C=CC=CC=3)C3C=CC=CC=3)C=CC=2)[O:84][C:66]2C(P(C3C=CC=CC=3)C3C=CC=CC=3)=CC=CC1=2.CO, predict the reaction product. The product is: [CH3:66][O:84][C:52]([C:21]1[CH:22]=[CH:23][C:9]2[C@@:8]3([CH2:1][C:2]4[CH:3]=[CH:4][CH:5]=[CH:6][CH:7]=4)[CH2:18][CH2:17][C:16](=[O:19])[CH2:15][C@@H:14]3[CH2:13][CH2:12][CH2:11][C:10]=2[CH:20]=1)=[O:55].[CH3:66][O:84][C:21]([C:52]1[CH:53]=[CH:54][C:40]2[C@:39]3([CH2:32][C:33]4[CH:34]=[CH:35][CH:36]=[CH:37][CH:38]=4)[CH2:49][CH2:48][C:47](=[O:50])[CH2:46][C@H:45]3[CH2:44][CH2:43][CH2:42][C:41]=2[CH:51]=1)=[O:24]. (4) Given the reactants [CH3:1][O:2][C:3]1[N:8]=[N:7][C:6]([N:9]2[C:13]([C:14]3[CH:19]=[CH:18][C:17]([CH3:20])=[CH:16][N:15]=3)=[CH:12][C:11]([C:21]([OH:23])=O)=[N:10]2)=[CH:5][CH:4]=1.[CH2:24]([NH:28][CH3:29])[CH:25]([CH3:27])[CH3:26], predict the reaction product. The product is: [CH2:24]([N:28]([CH3:29])[C:21]([C:11]1[CH:12]=[C:13]([C:14]2[CH:19]=[CH:18][C:17]([CH3:20])=[CH:16][N:15]=2)[N:9]([C:6]2[N:7]=[N:8][C:3]([O:2][CH3:1])=[CH:4][CH:5]=2)[N:10]=1)=[O:23])[CH:25]([CH3:27])[CH3:26].